This data is from Reaction yield outcomes from USPTO patents with 853,638 reactions. The task is: Predict the reaction yield, written as a fraction of the theoretical maximum amount of product (1.0 means a 100% yield; for example, 0.34 means a 34% yield). (1) The reactants are [C:1]([C:5]1[CH:6]=[C:7]2[C:11](=[C:12]([C:14]3[CH:19]=[CH:18][CH:17]=[CH:16][CH:15]=3)[CH:13]=1)[CH2:10][C:9]([CH3:20])=[CH:8]2)([CH3:4])([CH3:3])[CH3:2].[Li]CCCC.[C:26]([C:30]1[CH:38]=[C:37]2[C:33]([CH:34]=[C:35]([CH3:43])[CH:36]2[Si:39](Cl)([CH3:41])[CH3:40])=[C:32]([C:44]2[CH:49]=[CH:48][CH:47]=[CH:46][CH:45]=2)[C:31]=1[O:50][CH3:51])([CH3:29])([CH3:28])[CH3:27].O. The catalyst is CCOCC.C([Cu])#N. The product is [C:26]([C:30]1[CH:38]=[C:37]2[C:33]([CH:34]=[C:35]([CH3:43])[CH:36]2[Si:39]([CH:8]2[C:7]3[C:11](=[C:12]([C:14]4[CH:15]=[CH:16][CH:17]=[CH:18][CH:19]=4)[CH:13]=[C:5]([C:1]([CH3:4])([CH3:3])[CH3:2])[CH:6]=3)[CH:10]=[C:9]2[CH3:20])([CH3:41])[CH3:40])=[C:32]([C:44]2[CH:49]=[CH:48][CH:47]=[CH:46][CH:45]=2)[C:31]=1[O:50][CH3:51])([CH3:29])([CH3:28])[CH3:27]. The yield is 0.720. (2) The reactants are N[C:2]1[CH:3]=[C:4]([CH:8]=[CH:9][C:10]=1[OH:11])[C:5]([OH:7])=[O:6].N([O-])=O.[Na+].[I-:16].[K+]. The catalyst is Cl.O. The product is [I:16][C:2]1[CH:3]=[C:4]([CH:8]=[CH:9][C:10]=1[OH:11])[C:5]([OH:7])=[O:6]. The yield is 0.520. (3) The reactants are [F:1][C:2]1[CH:3]=[CH:4][C:5]([C:12]2[NH:16][N:15]=[CH:14][CH:13]=2)=[C:6]([CH:11]=1)[C:7]([O:9]C)=[O:8].[Li+].[OH-]. The catalyst is CCO. The product is [F:1][C:2]1[CH:3]=[CH:4][C:5]([C:12]2[NH:16][N:15]=[CH:14][CH:13]=2)=[C:6]([CH:11]=1)[C:7]([OH:9])=[O:8]. The yield is 0.440. (4) The reactants are [Cl:1][C:2]1[CH:7]=[CH:6][C:5]([N+:8]([O-:10])=[O:9])=[CH:4][CH:3]=1.[Cl:11][S:12](O)(=[O:14])=[O:13]. No catalyst specified. The product is [Cl:1][C:2]1[CH:7]=[CH:6][C:5]([N+:8]([O-:10])=[O:9])=[CH:4][C:3]=1[S:12]([Cl:11])(=[O:14])=[O:13]. The yield is 0.760. (5) The reactants are [CH3:1][N:2]1[C:6]([C:7]2[CH:8]=[C:9]([C:16]([OH:18])=O)[S:10][C:11]=2[C:12]([F:15])([F:14])[F:13])=[CH:5][CH:4]=[N:3]1.F[P-](F)(F)(F)(F)F.[PH4+].CCN(C(C)C)C(C)C.[NH2:36][C@@H:37]([CH2:50][C:51]1[CH:56]=[CH:55][CH:54]=[CH:53][C:52]=1[C:57]([F:60])([F:59])[F:58])[CH2:38][N:39]1[C:47](=[O:48])[C:46]2[C:41](=[CH:42][CH:43]=[CH:44][CH:45]=2)[C:40]1=[O:49]. The catalyst is C(Cl)Cl. The product is [O:48]=[C:47]1[C:46]2[C:41](=[CH:42][CH:43]=[CH:44][CH:45]=2)[C:40](=[O:49])[N:39]1[CH2:38][C@@H:37]([NH:36][C:16]([C:9]1[S:10][C:11]([C:12]([F:13])([F:14])[F:15])=[C:7]([C:6]2[N:2]([CH3:1])[N:3]=[CH:4][CH:5]=2)[CH:8]=1)=[O:18])[CH2:50][C:51]1[CH:56]=[CH:55][CH:54]=[CH:53][C:52]=1[C:57]([F:59])([F:58])[F:60]. The yield is 0.860. (6) The reactants are [BH4-].[Na+].[F:3][C:4]1[N:8]([CH3:9])[N:7]=[C:6]([C:10]([F:13])([F:12])[F:11])[C:5]=1[CH:14]=[O:15].O. The catalyst is CO. The product is [F:3][C:4]1[N:8]([CH3:9])[N:7]=[C:6]([C:10]([F:12])([F:11])[F:13])[C:5]=1[CH2:14][OH:15]. The yield is 0.954.